Dataset: Forward reaction prediction with 1.9M reactions from USPTO patents (1976-2016). Task: Predict the product of the given reaction. (1) Given the reactants [Cl:1][C:2]1[C:6]([C:7]([OH:9])=O)=[CH:5][N:4]([C:10]2[N:15]=[CH:14][CH:13]=[CH:12][N:11]=2)[N:3]=1.CCN(C(C)C)C(C)C.[CH3:25][CH:26]([CH3:37])[CH2:27][CH:28](C1C=NC=CC=1)[CH2:29][NH2:30].F[P-](F)(F)(F)(F)F.N1(O[P+](N(C)C)(N(C)C)N(C)C)C2C=CC=CC=2N=N1, predict the reaction product. The product is: [Cl:1][C:2]1[C:6]([C:7]([NH:30][CH2:29][CH2:28][CH2:27][C:26](=[CH2:25])[CH3:37])=[O:9])=[CH:5][N:4]([C:10]2[N:15]=[CH:14][CH:13]=[CH:12][N:11]=2)[N:3]=1. (2) The product is: [OH:10][C:11]1[CH:12]=[C:13]([C:14]2[N:3]=[N:2][N:1]([CH2:4][C:5]([O:7][CH2:8][CH3:9])=[O:6])[CH:20]=2)[CH:16]=[CH:17][CH:18]=1. Given the reactants [N:1]([CH2:4][C:5]([O:7][CH2:8][CH3:9])=[O:6])=[N+:2]=[N-:3].[OH:10][C:11]1[CH:12]=[C:13]([CH:16]=[CH:17][CH:18]=1)[C:14]#N.O=[C:20]1O[C@H]([C@H](CO)O)C([O-])=C1O.[Na+], predict the reaction product. (3) Given the reactants [CH3:1][C:2]([S@:5]([NH2:7])=[O:6])([CH3:4])[CH3:3].[Br:8][C:9]1[CH:10]=[C:11]([F:17])[C:12]([CH:15]=O)=[N:13][CH:14]=1.C1(C)C=CC(S([O-])(=O)=O)=CC=1.[NH+]1C=CC=CC=1.S([O-])([O-])(=O)=O.[Mg+2], predict the reaction product. The product is: [Br:8][C:9]1[CH:10]=[C:11]([F:17])[C:12](/[CH:15]=[N:7]/[S:5]([C:2]([CH3:4])([CH3:3])[CH3:1])=[O:6])=[N:13][CH:14]=1. (4) Given the reactants COC1C=C2C(CCC(=O)N2)=CC=1.[H-].[Na+].CS(OCCN1CCC(NC(OC(C)(C)C)=O)CC1)(=O)=O.[C:37]([O:41][C:42](=[O:65])[NH:43][CH:44]1[CH2:49][CH2:48][N:47]([CH2:50][CH2:51][N:52]2[C:61]3[C:56](=[CH:57][CH:58]=[C:59]([O:62][CH3:63])[CH:60]=3)[CH:55]=[CH:54][C:53]2=[O:64])[CH2:46][CH2:45]1)([CH3:40])([CH3:39])[CH3:38], predict the reaction product. The product is: [C:37]([O:41][C:42](=[O:65])[NH:43][CH:44]1[CH2:45][CH2:46][N:47]([CH2:50][CH2:51][N:52]2[C:61]3[C:56](=[CH:57][CH:58]=[C:59]([O:62][CH3:63])[CH:60]=3)[CH2:55][CH2:54][C:53]2=[O:64])[CH2:48][CH2:49]1)([CH3:40])([CH3:38])[CH3:39]. (5) The product is: [Cl:34][C:28]1[CH:29]=[C:30]([Cl:33])[CH:31]=[CH:32][C:27]=1[CH2:26][CH2:25][O:24][C:18]1[CH:17]=[C:16]([CH:21]=[CH:20][C:19]=1[O:22][CH3:23])[C:15]([NH:14][CH:11]1[CH2:12][CH2:13][NH:8][CH2:9][CH2:10]1)=[O:35]. Given the reactants C(OC([N:8]1[CH2:13][CH2:12][CH:11]([NH:14][C:15](=[O:35])[C:16]2[CH:21]=[CH:20][C:19]([O:22][CH3:23])=[C:18]([O:24][CH2:25][CH2:26][C:27]3[CH:32]=[CH:31][C:30]([Cl:33])=[CH:29][C:28]=3[Cl:34])[CH:17]=2)[CH2:10][CH2:9]1)=O)(C)(C)C.C1(C)C=CC=CC=1, predict the reaction product. (6) Given the reactants [F:1][CH:2]([F:31])[O:3][CH:4]=[C:5]([C:21]1[CH:30]=[CH:29][C:28]2[CH2:27][CH2:26][CH2:25][CH2:24][C:23]=2[CH:22]=1)[C:6]([NH:8][CH2:9][CH2:10][C:11]1[CH:16]=[CH:15][C:14]([O:17][CH3:18])=[C:13]([O:19][CH3:20])[CH:12]=1)=[O:7].[CH3:32]N(C)C=O.[H-].[Na+].CI, predict the reaction product. The product is: [F:1][CH:2]([F:31])[O:3][CH:4]=[C:5]([C:21]1[CH:30]=[CH:29][C:28]2[CH2:27][CH2:26][CH2:25][CH2:24][C:23]=2[CH:22]=1)[C:6]([N:8]([CH2:9][CH2:10][C:11]1[CH:16]=[CH:15][C:14]([O:17][CH3:18])=[C:13]([O:19][CH3:20])[CH:12]=1)[CH3:32])=[O:7]. (7) Given the reactants Br[C:2]1[CH:3]=[C:4]2[C:8](=[C:9]([C:11]([NH2:13])=[O:12])[CH:10]=1)[NH:7][CH:6]=[C:5]2[CH:14]1[CH2:19][CH2:18][N:17]([S:20]([CH2:23][CH3:24])(=[O:22])=[O:21])[CH2:16][CH2:15]1.[Cl:25][C:26]1[CH:31]=[CH:30][CH:29]=[CH:28][C:27]=1[SH:32].C(O)CO.C(=O)([O-])[O-].[K+].[K+], predict the reaction product. The product is: [Cl:25][C:26]1[CH:31]=[CH:30][CH:29]=[CH:28][C:27]=1[S:32][C:2]1[CH:3]=[C:4]2[C:8](=[C:9]([C:11]([NH2:13])=[O:12])[CH:10]=1)[NH:7][CH:6]=[C:5]2[CH:14]1[CH2:19][CH2:18][N:17]([S:20]([CH2:23][CH3:24])(=[O:22])=[O:21])[CH2:16][CH2:15]1.